This data is from Full USPTO retrosynthesis dataset with 1.9M reactions from patents (1976-2016). The task is: Predict the reactants needed to synthesize the given product. (1) Given the product [Br:20][C:10]1[C:11]2[C:16](=[CH:15][CH:14]=[CH:13][C:12]=2[N+:17]([O-:19])=[O:18])[N:8]([CH2:7][C:6]2[S:23][C:37]([CH3:33])=[N:5][N:4]=2)[N:9]=1, predict the reactants needed to synthesize it. The reactants are: C([N:4]([C:6](=O)[CH2:7][N:8]1[C:16]2[C:11](=[C:12]([N+:17]([O-:19])=[O:18])[CH:13]=[CH:14][CH:15]=2)[C:10]([Br:20])=[N:9]1)[NH2:5])(=O)C.[P+3]=[S:23].C(=O)([O-])[O-].[Na+].[Na+].C(Cl)Cl.[CH2:33]1[CH2:37]OCC1. (2) Given the product [OH:41][C:40]1[C:12]([O:14][CH2:15][CH2:16][O:17][CH2:18][CH2:19][O:20][CH3:21])=[CH:13][CH:3]=[CH:4][C:10]=1[C:11]1[NH:23][CH2:24][C:25]([CH3:30])([C:26]([O:28][CH3:29])=[O:27])[N:31]=1, predict the reactants needed to synthesize it. The reactants are: Cl.O[C:3]1[CH:13]=[C:12]([O:14][CH2:15][CH2:16][O:17][CH2:18][CH2:19][O:20][CH3:21])[CH:11]=[CH:10][C:4]=1C(=N)OCC.Cl.[NH2:23][CH2:24][C:25]([NH:31]Cl)([CH3:30])[C:26]([O:28][CH3:29])=[O:27].CCN(CC)CC.[CH3:40][OH:41]. (3) Given the product [O:9]=[C:8]([NH:10][CH:11]([C:13]1[CH:18]=[CH:17][CH:16]=[CH:15][CH:14]=1)[CH3:12])[CH2:7][N:5]1[N:4]=[N:3][C:2]([NH:1][C:26](=[O:33])[C:27]2[CH:32]=[CH:31][CH:30]=[N:29][CH:28]=2)=[N:6]1, predict the reactants needed to synthesize it. The reactants are: [NH2:1][C:2]1[N:3]=[N:4][N:5]([CH2:7][C:8]([NH:10][CH:11]([C:13]2[CH:18]=[CH:17][CH:16]=[CH:15][CH:14]=2)[CH3:12])=[O:9])[N:6]=1.N1C=CC=CC=1.Cl.[C:26](Cl)(=[O:33])[C:27]1[CH:32]=[CH:31][CH:30]=[N:29][CH:28]=1. (4) The reactants are: [CH3:1][N:2]([CH3:27])[CH2:3][CH2:4][N:5]1[C:9]2[N:10]=[C:11]([C:20]3[CH:26]=[CH:25][C:23]([NH2:24])=[CH:22][CH:21]=3)[N:12]=[C:13]([N:14]3[CH2:19][CH2:18][O:17][CH2:16][CH2:15]3)[C:8]=2[CH:7]=[CH:6]1.ClC(Cl)(O[C:32](=[O:38])OC(Cl)(Cl)Cl)Cl.[NH2:40][C:41]1[CH:46]=[CH:45][N:44]=[CH:43][CH:42]=1. Given the product [CH3:1][N:2]([CH3:27])[CH2:3][CH2:4][N:5]1[C:9]2[N:10]=[C:11]([C:20]3[CH:26]=[CH:25][C:23]([NH:24][C:32]([NH:40][C:41]4[CH:46]=[CH:45][N:44]=[CH:43][CH:42]=4)=[O:38])=[CH:22][CH:21]=3)[N:12]=[C:13]([N:14]3[CH2:15][CH2:16][O:17][CH2:18][CH2:19]3)[C:8]=2[CH:7]=[CH:6]1, predict the reactants needed to synthesize it.